From a dataset of Forward reaction prediction with 1.9M reactions from USPTO patents (1976-2016). Predict the product of the given reaction. Given the reactants [CH2:1]=[CH:2][C@@H:3]1[C@@H:8]2[CH2:9][C@@H:10]([C@H:11]([OH:22])[C:12]3[CH:13]=[CH:14][N:15]=[C:16]4[CH:21]=[CH:20][CH:19]=[CH:18][C:17]=34)[N:5]([CH2:6][CH2:7]2)[CH2:4]1.[CH2:23]([O:29][C:30]1[CH:38]=[CH:37][C:33]([C:34](O)=[O:35])=[CH:32][CH:31]=1)[CH2:24][CH2:25][CH2:26][CH2:27][CH3:28].C1(N=C=NC2CCCCC2)CCCCC1, predict the reaction product. The product is: [CH2:23]([O:29][C:30]1[CH:38]=[CH:37][C:33]([C:34]([O:22][C@H:11]([C:12]2[C:17]3[C:16](=[CH:21][CH:20]=[CH:19][CH:18]=3)[N:15]=[CH:14][CH:13]=2)[C@@H:10]2[CH2:9][C@@H:8]3[CH2:7][CH2:6][N:5]2[CH2:4][C@@H:3]3[CH:2]=[CH2:1])=[O:35])=[CH:32][CH:31]=1)[CH2:24][CH2:25][CH2:26][CH2:27][CH3:28].